From a dataset of Full USPTO retrosynthesis dataset with 1.9M reactions from patents (1976-2016). Predict the reactants needed to synthesize the given product. (1) Given the product [C:38]1([C:31]2[O:32][C:33]([C:34]([F:35])([F:36])[F:37])=[C:29]([C:27]([NH:26][C:23]3[CH:24]=[CH:25][C:20]([C:17]4[CH:18]=[CH:19][C:14]([C:13]([N:9]5[CH2:10][CH2:11][CH2:12][C@@H:8]5[C:6]([OH:7])=[O:5])=[O:44])=[CH:15][CH:16]=4)=[N:21][CH:22]=3)=[O:28])[N:30]=2)[CH:43]=[CH:42][CH:41]=[CH:40][CH:39]=1, predict the reactants needed to synthesize it. The reactants are: C([O:5][C:6]([C@H:8]1[CH2:12][CH2:11][CH2:10][N:9]1[C:13](=[O:44])[C:14]1[CH:19]=[CH:18][C:17]([C:20]2[CH:25]=[CH:24][C:23]([NH:26][C:27]([C:29]3[N:30]=[C:31]([C:38]4[CH:43]=[CH:42][CH:41]=[CH:40][CH:39]=4)[O:32][C:33]=3[C:34]([F:37])([F:36])[F:35])=[O:28])=[CH:22][N:21]=2)=[CH:16][CH:15]=1)=[O:7])(C)(C)C.FC(F)(F)C(O)=O. (2) Given the product [CH:1]1([C:15]([C:14]2[CH:25]=[CH:26][C:11]([C:9](=[O:10])[N:8]([CH2:27][CH3:28])[CH2:6][CH3:7])=[CH:12][CH:13]=2)([C:17]2[CH:22]=[CH:21][CH:20]=[C:19]([O:23][CH3:24])[CH:18]=2)[OH:16])[CH2:3][CH2:2]1, predict the reactants needed to synthesize it. The reactants are: [CH:1]1(Br)[CH2:3][CH2:2]1.[Mg].[CH2:6]([N:8]([CH2:27][CH3:28])[C:9]([C:11]1[CH:26]=[CH:25][C:14]([C:15]([C:17]2[CH:18]=[C:19]([O:23][CH3:24])[CH:20]=[CH:21][CH:22]=2)=[O:16])=[CH:13][CH:12]=1)=[O:10])[CH3:7].[Cl-].[NH4+]. (3) Given the product [CH3:13][S:14]([NH:2][C:3]1[CH:4]=[C:5]([S:9]([Cl:20])(=[O:12])=[O:10])[CH:6]=[CH:7][CH:8]=1)(=[O:16])=[O:15], predict the reactants needed to synthesize it. The reactants are: O.[NH2:2][C:3]1[CH:4]=[C:5]([S:9]([OH:12])(=O)=[O:10])[CH:6]=[CH:7][CH:8]=1.[CH3:13][S:14](Cl)(=[O:16])=[O:15].P(Cl)(Cl)([Cl:20])=O. (4) Given the product [Cl:1][C:2]1[CH:3]=[C:4]2[C:9](=[CH:10][CH:11]=1)[CH:8]=[C:7]([S:12]([N:15]1[CH2:20][CH2:19][N:18]([C:21]([C:23]3[S:24][C:25]4[CH2:26][NH:27][CH:28]([CH3:32])[CH2:29][C:30]=4[N:31]=3)=[O:22])[CH:17]([C:33]([OH:35])=[O:34])[CH2:16]1)(=[O:14])=[O:13])[CH:6]=[CH:5]2, predict the reactants needed to synthesize it. The reactants are: [Cl:1][C:2]1[CH:3]=[C:4]2[C:9](=[CH:10][CH:11]=1)[CH:8]=[C:7]([S:12]([N:15]1[CH2:20][CH2:19][N:18]([C:21]([C:23]3[S:24][C:25]4[CH2:26][NH:27][CH:28]([CH3:32])[CH2:29][C:30]=4[N:31]=3)=[O:22])[CH:17]([C:33]([O:35]CC)=[O:34])[CH2:16]1)(=[O:14])=[O:13])[CH:6]=[CH:5]2.C(O)C.[OH-].[Na+].O. (5) Given the product [CH3:1][O:2][C:3](=[O:17])[C@@H:4]([O:14][CH2:15][CH3:16])[CH2:5][C:6]1[CH:11]=[CH:10][C:9]([O:12][CH2:19][C:20]2[N:21]=[C:22]([C:26]3[CH:31]=[CH:30][C:29]([O:32][CH:33]([CH3:35])[CH3:34])=[CH:28][CH:27]=3)[O:23][C:24]=2[CH3:25])=[CH:8][C:7]=1[CH3:13], predict the reactants needed to synthesize it. The reactants are: [CH3:1][O:2][C:3](=[O:17])[C@@H:4]([O:14][CH2:15][CH3:16])[CH2:5][C:6]1[CH:11]=[CH:10][C:9]([OH:12])=[CH:8][C:7]=1[CH3:13].Cl[CH2:19][C:20]1[N:21]=[C:22]([C:26]2[CH:31]=[CH:30][C:29]([O:32][CH:33]([CH3:35])[CH3:34])=[CH:28][CH:27]=2)[O:23][C:24]=1[CH3:25].C(=O)([O-])[O-].[Cs+].[Cs+].[I-].[K+]. (6) Given the product [Br:9][CH:10]([CH3:14])[C:11]([NH:6][C:5]1[CH:7]=[CH:8][C:2]([Cl:1])=[CH:3][CH:4]=1)=[O:12], predict the reactants needed to synthesize it. The reactants are: [Cl:1][C:2]1[CH:8]=[CH:7][C:5]([NH2:6])=[CH:4][CH:3]=1.[Br:9][CH:10]([CH3:14])[C:11](Cl)=[O:12]. (7) Given the product [C:20]([S:23][C:2]1[CH:7]=[CH:6][C:5]([C:8]2[CH:13]=[CH:12][N:11]=[C:10]([CH3:14])[CH:9]=2)=[CH:4][C:3]=1[C:15]([F:18])([F:17])[F:16])([CH3:22])([CH3:21])[CH3:19], predict the reactants needed to synthesize it. The reactants are: F[C:2]1[CH:7]=[CH:6][C:5]([C:8]2[CH:13]=[CH:12][N:11]=[C:10]([CH3:14])[CH:9]=2)=[CH:4][C:3]=1[C:15]([F:18])([F:17])[F:16].[CH3:19][C:20]([SH:23])([CH3:22])[CH3:21].CN(C=O)C.CC(C)([O-])C.[Na+]. (8) Given the product [F:29][C:2]([F:1])([F:28])[C:3]1[CH:8]=[CH:7][C:6]([C:9]2[O:10][C:11]3[C:16]([C:17](=[O:20])[C:18]=2[O:19][CH3:30])=[C:15]([OH:21])[CH:14]=[C:13]([OH:22])[C:12]=3[CH2:23][CH:24]=[C:25]([CH3:26])[CH3:27])=[CH:5][CH:4]=1, predict the reactants needed to synthesize it. The reactants are: [F:1][C:2]([F:29])([F:28])[C:3]1[CH:8]=[CH:7][C:6]([C:9]2[O:10][C:11]3[C:16]([C:17](=[O:20])[C:18]=2[OH:19])=[C:15]([OH:21])[CH:14]=[C:13]([OH:22])[C:12]=3[CH2:23][CH:24]=[C:25]([CH3:27])[CH3:26])=[CH:5][CH:4]=1.[C:30](=O)([O-])[O-].[Cs+].[Cs+].C(Br)C=C(C)C.Cl. (9) Given the product [NH2:1][C:2]1[CH:11]=[CH:10][CH:9]=[C:8]2[C:3]=1[C:4]([CH:13]=[CH2:14])=[CH:5][N:6]=[CH:7]2, predict the reactants needed to synthesize it. The reactants are: [NH2:1][C:2]1[CH:11]=[CH:10][CH:9]=[C:8]2[C:3]=1[C:4](Br)=[CH:5][N:6]=[CH:7]2.[CH2:13](C([Sn])=C(CCCC)CCCC)[CH2:14]CC.C(C1C(O)=C(C(C)(C)C)C=C(C)C=1)(C)(C)C.[F-].[K+].